Task: Binary Classification. Given a drug SMILES string, predict its activity (active/inactive) in a high-throughput screening assay against a specified biological target.. Dataset: M1 muscarinic receptor antagonist screen with 61,756 compounds (1) The compound is O=C1CC(CC(=O)/C1=C\NCCc1ncccc1)(C)C. The result is 0 (inactive). (2) The drug is Clc1cc(OCc2oc(N3CCN(CC3)c3ccccc3)c(n2)C#N)ccc1. The result is 0 (inactive). (3) The molecule is S1(=O)(=O)CC2SC(=S)N(C2=C1)C(C)C. The result is 0 (inactive). (4) The molecule is O=C(N(C(c1ccncc1)C(=O)NCCOC)c1ccc(OC)cc1)Cn1nnc2c1cccc2. The result is 0 (inactive). (5) The compound is O=C(NCCC)c1n[nH]c(=O)c2c1cccc2. The result is 0 (inactive). (6) The drug is Clc1c(c2n(Cc3occc3)c(SCC(=O)Nc3ccc(OCC)cc3)nn2)cccc1. The result is 0 (inactive). (7) The drug is s1c(C2C(=C(OC(N)=C2C#N)CSc2nc(cc(c2C#N)C)C)C(OCC)=O)ccc1. The result is 0 (inactive). (8) The molecule is S(=O)(=O)(NCCC(=O)N1CC(=O)N(CCc2ccccc2)C(=O)C1)c1c2nsnc2ccc1. The result is 0 (inactive). (9) The drug is S(=O)(=O)(NCCC)c1ccc(OCC(=O)Nc2c(F)cccc2)cc1. The result is 0 (inactive). (10) The molecule is S(=O)(=O)(N1CCN(CC1)c1cc(OC)ccc1)c1cc2[nH]c(nc2cc1)c1ccccc1. The result is 0 (inactive).